From a dataset of Catalyst prediction with 721,799 reactions and 888 catalyst types from USPTO. Predict which catalyst facilitates the given reaction. (1) Reactant: [NH:1]1[C:5]2=[N:6][CH:7]=[CH:8][CH:9]=[C:4]2[C:3]([C:10]([O:12][CH3:13])=[O:11])=[CH:2]1.Br[C:15]1[S:16][CH:17]=[CH:18][N:19]=1.C(=O)([O-])[O-].[Cs+].[Cs+]. Product: [S:16]1[CH:17]=[CH:18][N:19]=[C:15]1[N:1]1[C:5]2=[N:6][CH:7]=[CH:8][CH:9]=[C:4]2[C:3]([C:10]([O:12][CH3:13])=[O:11])=[CH:2]1. The catalyst class is: 37. (2) Reactant: [Cl:1][C:2]1[N:7]=[CH:6][N:5]=[C:4]2[N:8]([CH3:12])[N:9]=[C:10]([CH3:11])[C:3]=12.[Br:13]N1C(=O)CCC1=O. Product: [Br:13][CH2:11][C:10]1[C:3]2[C:4](=[N:5][CH:6]=[N:7][C:2]=2[Cl:1])[N:8]([CH3:12])[N:9]=1. The catalyst class is: 53. (3) Reactant: [CH:1](=O)[CH3:2].[C:4]([SiH2:8][O:9][C:10]([CH3:21])([CH3:20])[C:11]1[CH:12]=[C:13]([CH:16]=[CH:17][C:18]=1[Cl:19])[CH2:14][NH2:15])([CH3:7])([CH3:6])[CH3:5].[BH4-].[Na+].CCN(C(C)C)C(C)C.[CH3:33][C:34]([O:37][C:38](O[C:38]([O:37][C:34]([CH3:36])([CH3:35])[CH3:33])=[O:39])=[O:39])([CH3:36])[CH3:35]. Product: [C:34]([O:37][C:38](=[O:39])[N:15]([CH2:14][C:13]1[CH:16]=[CH:17][C:18]([Cl:19])=[C:11]([C:10]([CH3:21])([CH3:20])[O:9][SiH2:8][C:4]([CH3:7])([CH3:5])[CH3:6])[CH:12]=1)[CH2:1][CH3:2])([CH3:36])([CH3:35])[CH3:33]. The catalyst class is: 100. (4) Reactant: [NH2:1][CH2:2][CH2:3][O:4][CH2:5][CH2:6][O:7][CH2:8][CH:9]([O:18][CH2:19][C:20]([OH:22])=[O:21])[CH2:10][O:11][CH2:12][CH2:13][O:14][CH2:15][CH2:16][NH2:17].CCN([CH:29]([CH3:31])[CH3:30])C(C)C.Cl[Si](C)(C)C.[C:37](Cl)([O:39][CH2:40][CH:41]1[C:53]2[C:48](=[CH:49][CH:50]=[CH:51][CH:52]=2)[C:47]2[C:42]1=[CH:43][CH:44]=[CH:45][CH:46]=2)=[O:38]. Product: [CH:52]1[C:53]2[CH:41]([CH2:40][O:39][C:37]([NH:1][CH2:2][CH2:3][O:4][CH2:5][CH2:6][O:7][CH2:8][CH:9]([O:18][CH2:19][C:20]([OH:22])=[O:21])[CH2:10][O:11][CH2:12][CH2:13][O:14][CH2:15][CH2:16][NH:17][C:37]([O:39][CH2:40][CH:30]3[C:29]4[CH:31]=[CH:51][CH:52]=[CH:53][C:41]=4[C:42]4[C:47]3=[CH:46][CH:45]=[CH:44][CH:43]=4)=[O:38])=[O:38])[C:42]3[C:47](=[CH:46][CH:45]=[CH:44][CH:43]=3)[C:48]=2[CH:49]=[CH:50][CH:51]=1. The catalyst class is: 2. (5) Product: [Br:1][C:2]1[CH:3]=[CH:4][C:5]2[O:9][C:8](=[O:10])[N:7]([CH3:12])[C:6]=2[CH:11]=1. The catalyst class is: 3. Reactant: [Br:1][C:2]1[CH:3]=[CH:4][C:5]2[O:9][C:8](=[O:10])[NH:7][C:6]=2[CH:11]=1.[C:12](=O)([O-])[O-].[K+].[K+].CI.O. (6) Reactant: [CH2:1]([S:8][C:9]1[CH:10]=[CH:11][C:12]([NH:23][C:24]2[CH:29]=[C:28]([Cl:30])[C:27]([Br:31])=[CH:26][C:25]=2[O:32][CH3:33])=[C:13](/[C:15](/[CH3:22])=[CH:16]\[C:17](OCC)=[O:18])[CH:14]=1)[C:2]1[CH:7]=[CH:6][CH:5]=[CH:4][CH:3]=1.CC(C)([O-])C.[K+]. Product: [CH2:1]([S:8][C:9]1[CH:14]=[C:13]2[C:12](=[CH:11][CH:10]=1)[N:23]([C:24]1[CH:29]=[C:28]([Cl:30])[C:27]([Br:31])=[CH:26][C:25]=1[O:32][CH3:33])[C:17](=[O:18])[CH:16]=[C:15]2[CH3:22])[C:2]1[CH:7]=[CH:6][CH:5]=[CH:4][CH:3]=1. The catalyst class is: 1. (7) Reactant: [OH:1][C:2]1[CH:11]=[C:10]2[C:5]([CH2:6][CH2:7][C:8](=[O:12])[NH:9]2)=[CH:4][CH:3]=1.[Cl:13][CH2:14][CH2:15][CH2:16][CH2:17]Cl.C(=O)([O-])[O-].[K+].[K+]. Product: [Cl:13][CH2:14][CH2:15][CH2:16][CH2:17][O:1][C:2]1[CH:11]=[C:10]2[C:5]([CH2:6][CH2:7][C:8](=[O:12])[NH:9]2)=[CH:4][CH:3]=1. The catalyst class is: 10. (8) Reactant: CC(C)([O-])C.[Na+].Br[C:8]1[CH:13]=[CH:12][C:11]([Cl:14])=[CH:10][CH:9]=1.[CH3:15][C:16](=[O:21])[C:17]([CH3:20])([CH3:19])[CH3:18].[Cl-].[NH4+]. Product: [Cl:14][C:11]1[CH:12]=[CH:13][C:8]([CH2:15][C:16](=[O:21])[C:17]([CH3:20])([CH3:19])[CH3:18])=[CH:9][CH:10]=1. The catalyst class is: 164. (9) Reactant: [CH3:1][O:2][C:3]1[CH:8]=[CH:7][C:6]([C:9]2[N:10]=[C:11]([CH:22]3[CH2:27][CH2:26][NH:25][CH2:24][CH2:23]3)[S:12][C:13]=2[C:14]2[CH:19]=[CH:18][C:17]([O:20][CH3:21])=[CH:16][CH:15]=2)=[CH:5][CH:4]=1.ClC(Cl)(O[C:32](=[O:38])OC(Cl)(Cl)Cl)Cl.C(N(CC)CC)C.Cl.[CH3:48][NH:49][O:50][CH3:51]. Product: [CH3:1][O:2][C:3]1[CH:8]=[CH:7][C:6]([C:9]2[N:10]=[C:11]([CH:22]3[CH2:27][CH2:26][N:25]([C:32](=[O:38])[N:49]([O:50][CH3:51])[CH3:48])[CH2:24][CH2:23]3)[S:12][C:13]=2[C:14]2[CH:19]=[CH:18][C:17]([O:20][CH3:21])=[CH:16][CH:15]=2)=[CH:5][CH:4]=1. The catalyst class is: 7. (10) Reactant: [C:1]([N:4]1[C:13]2[C:8](=[CH:9][C:10]([O:14][CH3:15])=[CH:11][CH:12]=2)[CH2:7][CH2:6][CH2:5]1)(=[O:3])[CH3:2].[N:16]([O-:18])=[O:17].[Na+]. Product: [C:1]([N:4]1[C:13]2[C:8](=[CH:9][C:10]([O:14][CH3:15])=[C:11]([N+:16]([O-:18])=[O:17])[CH:12]=2)[CH2:7][CH2:6][CH2:5]1)(=[O:3])[CH3:2]. The catalyst class is: 55.